This data is from Peptide-MHC class II binding affinity with 134,281 pairs from IEDB. The task is: Regression. Given a peptide amino acid sequence and an MHC pseudo amino acid sequence, predict their binding affinity value. This is MHC class II binding data. (1) The peptide sequence is GELQIVDKIPAAFKI. The MHC is DRB1_1302 with pseudo-sequence DRB1_1302. The binding affinity (normalized) is 0.589. (2) The peptide sequence is NDLAKYKANWIEIMR. The MHC is DRB3_0202 with pseudo-sequence DRB3_0202. The binding affinity (normalized) is 0.756. (3) The peptide sequence is IHIGDSSKVTITDTT. The MHC is DRB4_0101 with pseudo-sequence DRB4_0103. The binding affinity (normalized) is 0.101. (4) The peptide sequence is SEPGKYTAYEGQRVVF. The MHC is DRB1_0101 with pseudo-sequence DRB1_0101. The binding affinity (normalized) is 0.672. (5) The peptide sequence is YDKFLANVSTVLHGK. The MHC is DRB1_0404 with pseudo-sequence DRB1_0404. The binding affinity (normalized) is 0.878. (6) The peptide sequence is ERIKSEYMTSWFYDN. The MHC is HLA-DQA10501-DQB10302 with pseudo-sequence HLA-DQA10501-DQB10302. The binding affinity (normalized) is 0.344.